Dataset: Catalyst prediction with 721,799 reactions and 888 catalyst types from USPTO. Task: Predict which catalyst facilitates the given reaction. Reactant: Cl[C:2]1[N:3]([CH:12]([CH3:14])[CH3:13])[C:4]2[CH:9]=[C:8]([Cl:10])[N:7]=[CH:6][C:5]=2[N:11]=1.COCCN.[CH3:20][N:21](C)[CH:22]=O. Product: [Cl:10][C:8]1[N:7]=[CH:6][C:5]2[N:11]=[C:2]([N:21]([CH3:22])[CH3:20])[N:3]([CH:12]([CH3:14])[CH3:13])[C:4]=2[CH:9]=1. The catalyst class is: 6.